Dataset: Reaction yield outcomes from USPTO patents with 853,638 reactions. Task: Predict the reaction yield, written as a fraction of the theoretical maximum amount of product (1.0 means a 100% yield; for example, 0.34 means a 34% yield). (1) The catalyst is O1CCCC1. The reactants are C1(S([N:10]2[C:14]3=[N:15][CH:16]=[CH:17][CH:18]=[C:13]3[CH:12]=[C:11]2[C:19]([C:26]2[CH:31]=[CH:30][C:29]([S:32]([CH3:35])(=[O:34])=[O:33])=[CH:28][CH:27]=2)(O)[CH2:20][C:21]([CH3:24])([CH3:23])[CH3:22])(=O)=O)C=CC=CC=1.[F-].C([N+](CCCC)(CCCC)CCCC)CCC. The yield is 0.960. The product is [CH3:35][S:32]([C:29]1[CH:30]=[CH:31][C:26](/[C:19](/[C:11]2[NH:10][C:14]3=[N:15][CH:16]=[CH:17][CH:18]=[C:13]3[CH:12]=2)=[CH:20]\[C:21]([CH3:24])([CH3:23])[CH3:22])=[CH:27][CH:28]=1)(=[O:33])=[O:34]. (2) The reactants are [CH3:1][C:2]1([CH3:12])[O:6][C@H:5]([CH2:7][C:8]([OH:10])=O)[C:4](=[O:11])[O:3]1.C1C=CC2N(O)N=NC=2C=1.C(Cl)CCl.Cl.Cl.[F:29][C:30]1[CH:35]=[CH:34][C:33]([N:36]2[CH2:41][CH2:40][NH:39][CH2:38][CH2:37]2)=[CH:32][CH:31]=1. The catalyst is C(Cl)Cl. The product is [F:29][C:30]1[CH:31]=[CH:32][C:33]([N:36]2[CH2:41][CH2:40][N:39]([C:8](=[O:10])[CH2:7][C@H:5]3[O:6][C:2]([CH3:1])([CH3:12])[O:3][C:4]3=[O:11])[CH2:38][CH2:37]2)=[CH:34][CH:35]=1. The yield is 0.760. (3) The reactants are [Cl:1][C:2]1[CH:7]=[CH:6][C:5]([C:8]2[C:13]([CH:14]=[O:15])=[CH:12][N:11]=[CH:10][CH:9]=2)=[C:4]([F:16])[CH:3]=1.[CH3:17][Mg]Br. The catalyst is C1COCC1. The product is [Cl:1][C:2]1[CH:7]=[CH:6][C:5]([C:8]2[CH:9]=[CH:10][N:11]=[CH:12][C:13]=2[CH:14]([OH:15])[CH3:17])=[C:4]([F:16])[CH:3]=1. The yield is 0.310. (4) The reactants are ClC(OC1C=C[C:8]([N+:11]([O-])=O)=CC=1)=O.[NH2:14][C:15]1[CH:20]=[CH:19][C:18]([N:21]2[C:25]([CH2:26][CH2:27][CH3:28])=[C:24]([C:29]([NH:31][CH:32]3[CH2:34][CH2:33]3)=[O:30])[N:23]=[N:22]2)=[CH:17][CH:16]=1.N.C(OCC)(=[O:38])C. The catalyst is ClCCl.CN(C)C1C=CN=CC=1.CO. The product is [NH2:11][C:8]([NH:14][C:15]1[CH:20]=[CH:19][C:18]([N:21]2[C:25]([CH2:26][CH2:27][CH3:28])=[C:24]([C:29]([NH:31][CH:32]3[CH2:33][CH2:34]3)=[O:30])[N:23]=[N:22]2)=[CH:17][CH:16]=1)=[O:38]. The yield is 0.800.